Dataset: Forward reaction prediction with 1.9M reactions from USPTO patents (1976-2016). Task: Predict the product of the given reaction. (1) Given the reactants [CH3:1][O:2][C:3](=[O:29])[NH:4][C@H:5]([C:9]([N:11]1[CH2:15][C:14]([CH3:16])=[CH:13][C@H:12]1[C:17]1[NH:18][CH:19]=[C:20]([C:22]2[CH:27]=[CH:26][C:25](Br)=[CH:24][CH:23]=2)[N:21]=1)=[O:10])[CH:6]([CH3:8])[CH3:7].[B:30]1([B:30]2[O:34][C:33]([CH3:36])([CH3:35])[C:32]([CH3:38])([CH3:37])[O:31]2)[O:34][C:33]([CH3:36])([CH3:35])[C:32]([CH3:38])([CH3:37])[O:31]1.C([O-])(=O)C.[K+], predict the reaction product. The product is: [CH3:1][O:2][C:3](=[O:29])[NH:4][C@H:5]([C:9]([N:11]1[CH2:15][C:14]([CH3:16])=[CH:13][C@H:12]1[C:17]1[NH:18][CH:19]=[C:20]([C:22]2[CH:27]=[CH:26][C:25]([B:30]3[O:34][C:33]([CH3:36])([CH3:35])[C:32]([CH3:38])([CH3:37])[O:31]3)=[CH:24][CH:23]=2)[N:21]=1)=[O:10])[CH:6]([CH3:8])[CH3:7]. (2) Given the reactants [Cl:1][C:2]1[N:7]=[CH:6][C:5]([S:8]([N:11]([CH2:22][C:23](=O)[C:24]#[C:25][CH3:26])[CH2:12][CH2:13][NH:14]C(=O)OC(C)(C)C)(=[O:10])=[O:9])=[CH:4][CH:3]=1.C(O)(C(F)(F)F)=O.C(O[BH-](OC(=O)C)OC(=O)C)(=O)C.[Na+].CO, predict the reaction product. The product is: [Cl:1][C:2]1[N:7]=[CH:6][C:5]([S:8]([N:11]2[CH2:12][CH2:13][NH:14][CH:23]([C:24]#[C:25][CH3:26])[CH2:22]2)(=[O:10])=[O:9])=[CH:4][CH:3]=1. (3) The product is: [CH3:61][N:55]1[CH2:54][C:53]2[C:57](=[CH:58][CH:59]=[C:51]([C:49]3[S:50][C:46]([C:2]4[CH:3]=[CH:4][C:5]([O:22][C:23]([F:24])([F:26])[F:25])=[C:6]([NH:8][S:9]([C:12]5[CH:17]=[CH:16][CH:15]=[CH:14][N:13]=5)(=[O:11])=[O:10])[CH:7]=4)=[CH:47][CH:48]=3)[CH:52]=2)[C:56]1=[O:60]. Given the reactants Br[C:2]1[CH:3]=[CH:4][C:5]([O:22][C:23]([F:26])([F:25])[F:24])=[C:6]([N:8](COCC)[S:9]([C:12]2[CH:17]=[CH:16][CH:15]=[CH:14][N:13]=2)(=[O:11])=[O:10])[CH:7]=1.B1(B2OC(C)(C)C(C)(C)O2)OC(C)(C)C(C)(C)O1.I[C:46]1[S:50][C:49]([C:51]2[CH:52]=[C:53]3[C:57](=[CH:58][CH:59]=2)[C:56](=[O:60])[N:55]([CH3:61])[CH2:54]3)=[CH:48][CH:47]=1, predict the reaction product. (4) Given the reactants [CH2:1]([OH:4])[CH2:2][OH:3].[Cl:5][C:6]1[S:7][C:8]([CH:12]=O)=[C:9]([Cl:11])[N:10]=1.C1(C)C=CC=CC=1, predict the reaction product. The product is: [Cl:5][C:6]1[S:7][C:8]([CH:12]2[O:4][CH2:1][CH2:2][O:3]2)=[C:9]([Cl:11])[N:10]=1. (5) Given the reactants [CH3:1][N:2]([CH3:10])[CH2:3][CH2:4][CH2:5][CH2:6][CH2:7][CH2:8][NH2:9].[C:11]([C:13]1[C:21]2[C:16](=[CH:17][CH:18]=[C:19]([CH2:22][CH2:23][NH:24][C:25](=[O:39])[C:26]3[CH:31]=[CH:30][C:29]([C:32]4[CH:37]=[CH:36][N:35]=[C:34](Cl)[N:33]=4)=[CH:28][CH:27]=3)[CH:20]=2)[NH:15][CH:14]=1)#[N:12], predict the reaction product. The product is: [C:11]([C:13]1[C:21]2[C:16](=[CH:17][CH:18]=[C:19]([CH2:22][CH2:23][NH:24][C:25](=[O:39])[C:26]3[CH:31]=[CH:30][C:29]([C:32]4[CH:37]=[CH:36][N:35]=[C:34]([NH:9][CH2:8][CH2:7][CH2:6][CH2:5][CH2:4][CH2:3][N:2]([CH3:10])[CH3:1])[N:33]=4)=[CH:28][CH:27]=3)[CH:20]=2)[NH:15][CH:14]=1)#[N:12]. (6) Given the reactants [C:1]([C:5]1[N:9]([CH2:10][CH:11]2[CH2:16][CH2:15][C:14]([F:18])([F:17])[CH2:13][CH2:12]2)[C:8]2[CH:19]=[CH:20][C:21]([C:23]([N:25]3[CH2:30][CH2:29][CH:28]([C:31]([O:33]C)=[O:32])[CH2:27][CH2:26]3)=[O:24])=[CH:22][C:7]=2[N:6]=1)([CH3:4])([CH3:3])[CH3:2].OS([O-])(=O)=O.[K+], predict the reaction product. The product is: [C:1]([C:5]1[N:9]([CH2:10][CH:11]2[CH2:12][CH2:13][C:14]([F:17])([F:18])[CH2:15][CH2:16]2)[C:8]2[CH:19]=[CH:20][C:21]([C:23]([N:25]3[CH2:30][CH2:29][CH:28]([C:31]([OH:33])=[O:32])[CH2:27][CH2:26]3)=[O:24])=[CH:22][C:7]=2[N:6]=1)([CH3:4])([CH3:2])[CH3:3].